From a dataset of Full USPTO retrosynthesis dataset with 1.9M reactions from patents (1976-2016). Predict the reactants needed to synthesize the given product. (1) Given the product [OH:3][C:1]([C:4]1[CH:11]=[CH:10][C:7]([C:8]#[N:9])=[CH:6][CH:5]=1)([CH3:2])[CH2:12][C:13]([CH3:16])([CH3:15])[CH3:14], predict the reactants needed to synthesize it. The reactants are: [C:1]([C:4]1[CH:11]=[CH:10][C:7]([C:8]#[N:9])=[CH:6][CH:5]=1)(=[O:3])[CH3:2].[CH2:12]([Mg]Cl)[C:13]([CH3:16])([CH3:15])[CH3:14].C(OCC)C. (2) Given the product [NH:1]1[CH:5]=[N:4][C:3]([C:6]2[CH:7]=[CH:8][C:9]([C:12]3[CH:13]=[N:14][N:15]4[CH:20]=[CH:19][C:18]([N:21]5[C@@H:25]([C:26]6[CH:31]=[CH:30][CH:29]=[CH:28][N:27]=6)[CH2:24][O:23][C:22]5=[O:32])=[N:17][C:16]=34)=[CH:10][CH:11]=2)=[N:2]1, predict the reactants needed to synthesize it. The reactants are: [NH:1]1[CH:5]=[N:4][C:3]([C:6]2[CH:11]=[CH:10][C:9]([C:12]3[CH:13]=[N:14][N:15]4[CH:20]=[CH:19][C:18]([N:21]5[CH:25]([C:26]6[CH:31]=[CH:30][CH:29]=[CH:28][N:27]=6)[CH2:24][O:23][C:22]5=[O:32])=[N:17][C:16]=34)=[CH:8][CH:7]=2)=[N:2]1. (3) Given the product [CH2:9]([O:13][CH2:14][NH:15][C:16](=[O:19])[CH:17]=[CH2:18])[CH2:10][CH2:11][CH3:12].[CH2:3]([NH2:4])[CH2:2][NH2:1], predict the reactants needed to synthesize it. The reactants are: [NH2:1][CH2:2][CH2:3][NH:4]CCC[SiH3].[CH2:9]([O:13][CH2:14][NH:15][C:16](=[O:19])[CH:17]=[CH2:18])[CH2:10][CH2:11][CH3:12].C(#N)C. (4) Given the product [Cl:19][C:20]1[CH:25]=[CH:24][C:23]([C:2]2[C:10]3[N:9]4[CH2:11][CH2:12][CH2:13][NH:14][C:15](=[O:16])[C:8]4=[CH:7][C:6]=3[CH:5]=[C:4]([C:17]#[N:18])[CH:3]=2)=[CH:22][CH:21]=1, predict the reactants needed to synthesize it. The reactants are: Br[C:2]1[C:10]2[N:9]3[CH2:11][CH2:12][CH2:13][NH:14][C:15](=[O:16])[C:8]3=[CH:7][C:6]=2[CH:5]=[C:4]([C:17]#[N:18])[CH:3]=1.[Cl:19][C:20]1[CH:25]=[CH:24][C:23](B(O)O)=[CH:22][CH:21]=1.